The task is: Predict the product of the given reaction.. This data is from Forward reaction prediction with 1.9M reactions from USPTO patents (1976-2016). (1) Given the reactants [N+:1]([C:4]1[CH:5]=[N:6][C:7]2[C:12]([C:13]=1[NH:14][CH2:15][CH2:16][CH2:17][CH2:18][CH2:19][NH:20][C:21](=[O:28])[C:22]1[CH:27]=[CH:26][CH:25]=[CH:24][CH:23]=1)=[CH:11][CH:10]=[CH:9][CH:8]=2)([O-])=O.S([O-])([O-])(=O)=O.[Mg+2].[CH2:35](OC(OCC)OCC)C, predict the reaction product. The product is: [N:14]1([CH2:15][CH2:16][CH2:17][CH2:18][CH2:19][NH:20][C:21](=[O:28])[C:22]2[CH:27]=[CH:26][CH:25]=[CH:24][CH:23]=2)[C:13]2[C:12]3[CH:11]=[CH:10][CH:9]=[CH:8][C:7]=3[N:6]=[CH:5][C:4]=2[N:1]=[CH:35]1. (2) Given the reactants [F:1][C:2]1[CH:11]=[C:10]2[C:5]([CH:6]=[C:7]([CH:18]3[N:23](C(OCC4C=CC=CC=4)=O)[CH2:22][CH:21]=[CH:20][CH2:19]3)[C:8]([C:12]3[CH:17]=[CH:16][CH:15]=[CH:14][CH:13]=3)=[N:9]2)=[CH:4][CH:3]=1.CSC.B(F)(F)F.CCOCC.[OH-].[Na+], predict the reaction product. The product is: [F:1][C:2]1[CH:11]=[C:10]2[C:5]([CH:6]=[C:7]([CH:18]3[CH2:19][CH:20]=[CH:21][CH2:22][NH:23]3)[C:8]([C:12]3[CH:17]=[CH:16][CH:15]=[CH:14][CH:13]=3)=[N:9]2)=[CH:4][CH:3]=1. (3) Given the reactants [N:1]1[CH:6]=[CH:5][CH:4]=[C:3]([CH2:7]O)[CH:2]=1.[Cl:9][C:10]1[C:19]2[C:14](=[CH:15][CH:16]=[C:17]([C:20]([OH:37])([C:31]3[N:35]([CH3:36])[CH:34]=[N:33][CH:32]=3)[C:21]3[CH:22]=[N:23][C:24]([C:27]([F:30])([F:29])[F:28])=[CH:25][CH:26]=3)[CH:18]=2)[N:13]=[C:12]([O:38][CH3:39])[C:11]=1[OH:40], predict the reaction product. The product is: [Cl:9][C:10]1[C:19]2[C:14](=[CH:15][CH:16]=[C:17]([C:20]([C:31]3[N:35]([CH3:36])[CH:34]=[N:33][CH:32]=3)([C:21]3[CH:22]=[N:23][C:24]([C:27]([F:30])([F:28])[F:29])=[CH:25][CH:26]=3)[OH:37])[CH:18]=2)[N:13]=[C:12]([O:38][CH3:39])[C:11]=1[O:40][CH2:7][C:3]1[CH:2]=[N:1][CH:6]=[CH:5][CH:4]=1. (4) Given the reactants [H-].[Na+].C(OC(=O)[NH:9][C@H:10]1[CH2:14][CH2:13][NH:12][C:11]1=[O:15])(C)(C)C.Br[CH2:18][C:19]1[CH:20]=[C:21]2[C:26](=[CH:27][CH:28]=1)[N:25]=[CH:24][CH:23]=[C:22]2[Cl:29], predict the reaction product. The product is: [ClH:29].[NH2:9][C@H:10]1[CH2:14][CH2:13][N:12]([CH2:18][C:19]2[CH:20]=[C:21]3[C:26](=[CH:27][CH:28]=2)[N:25]=[CH:24][CH:23]=[C:22]3[Cl:29])[C:11]1=[O:15]. (5) The product is: [F:35][C:36]1[CH:41]=[C:40]([F:42])[CH:39]=[CH:38][C:37]=1[S:43]([NH:46][C:47]1[C:48]([O:62][CH3:63])=[N:49][CH:50]=[C:51]([C:2]2[CH:10]=[C:9]3[C:5]([CH:6]=[N:7][N:8]3[S:11]([C:14]3[CH:19]=[CH:18][CH:17]=[CH:16][CH:15]=3)(=[O:12])=[O:13])=[C:4]([C:20]3[O:21][C:22]([CH2:25][N:26]4[CH2:27][CH2:28][N:29]([CH:32]([CH3:33])[CH3:34])[CH2:30][CH2:31]4)=[CH:23][N:24]=3)[CH:3]=2)[CH:52]=1)(=[O:45])=[O:44]. Given the reactants Cl[C:2]1[CH:10]=[C:9]2[C:5]([CH:6]=[N:7][N:8]2[S:11]([C:14]2[CH:19]=[CH:18][CH:17]=[CH:16][CH:15]=2)(=[O:13])=[O:12])=[C:4]([C:20]2[O:21][C:22]([CH2:25][N:26]3[CH2:31][CH2:30][N:29]([CH:32]([CH3:34])[CH3:33])[CH2:28][CH2:27]3)=[CH:23][N:24]=2)[CH:3]=1.[F:35][C:36]1[CH:41]=[C:40]([F:42])[CH:39]=[CH:38][C:37]=1[S:43]([NH:46][C:47]1[C:48]([O:62][CH3:63])=[N:49][CH:50]=[C:51](B2OC(C)(C)C(C)(C)O2)[CH:52]=1)(=[O:45])=[O:44].[O-]P([O-])([O-])=O.[K+].[K+].[K+].O, predict the reaction product. (6) Given the reactants [OH:1][CH:2]1[C:14]2[CH:13]=[CH:12][CH:11]=[CH:10][C:9]=2[C:8]2[C:3]1=[CH:4][CH:5]=[CH:6][CH:7]=2.C[CH:16]1[CH2:20][CH2:19]C[O:17]1.C(N(CC)CC)C.C(Cl)(=O)C=C, predict the reaction product. The product is: [CH:13]1[C:14]2[CH:2]([O:1][C:16](=[O:17])[CH:20]=[CH2:19])[C:3]3[C:8](=[CH:7][CH:6]=[CH:5][CH:4]=3)[C:9]=2[CH:10]=[CH:11][CH:12]=1. (7) Given the reactants FC(F)(F)C1C=CC2N=C(CCl)NC=2C=1.C(OC(N(CC1C=CC=CN=1)CC1C=CC(CNC2C3N=CC=CC=3CCC2)=CC=1)=O)(C)(C)C.C(N(C(C)C)CC)(C)C.C(OC([N:66]([CH2:100][C:101]1[CH:106]=[CH:105][CH:104]=[CH:103][N:102]=1)[CH2:67][C:68]1[CH:73]=[CH:72][C:71]([CH2:74][N:75]([CH2:86][C:87]2[NH:91][C:90]3[CH:92]=[CH:93][C:94]([C:96]([F:99])([F:98])[F:97])=[CH:95][C:89]=3[N:88]=2)[CH:76]2[C:85]3[N:84]=[CH:83][CH:82]=[CH:81][C:80]=3[CH2:79][CH2:78][CH2:77]2)=[CH:70][CH:69]=1)=O)(C)(C)C, predict the reaction product. The product is: [N:102]1[CH:103]=[CH:104][CH:105]=[CH:106][C:101]=1[CH2:100][NH:66][CH2:67][C:68]1[CH:73]=[CH:72][C:71]([CH2:74][N:75]([CH2:86][C:87]2[NH:91][C:90]3[CH:92]=[CH:93][C:94]([C:96]([F:99])([F:98])[F:97])=[CH:95][C:89]=3[N:88]=2)[CH:76]2[C:85]3[N:84]=[CH:83][CH:82]=[CH:81][C:80]=3[CH2:79][CH2:78][CH2:77]2)=[CH:70][CH:69]=1. (8) Given the reactants [H-].[Na+].[CH2:3]([N:10]([CH3:30])[C:11]([CH:13]1[CH2:18][CH2:17][N:16]([C:19]([C:21]2[NH:22][C:23]3[C:28]([CH:29]=2)=[CH:27][CH:26]=[CH:25][CH:24]=3)=[O:20])[CH2:15][CH2:14]1)=[O:12])[C:4]1[CH:9]=[CH:8][CH:7]=[CH:6][CH:5]=1.CN(C=O)C.Br[CH2:37][C:38]#[CH:39], predict the reaction product. The product is: [CH2:3]([N:10]([CH3:30])[C:11]([CH:13]1[CH2:18][CH2:17][N:16]([C:19]([C:21]2[N:22]([CH2:39][C:38]#[CH:37])[C:23]3[C:28]([CH:29]=2)=[CH:27][CH:26]=[CH:25][CH:24]=3)=[O:20])[CH2:15][CH2:14]1)=[O:12])[C:4]1[CH:9]=[CH:8][CH:7]=[CH:6][CH:5]=1. (9) Given the reactants [CH:1]1([CH2:6][CH:7]([C:22]2[CH:27]=[CH:26][C:25]([S:28](Cl)(=[O:30])=[O:29])=[CH:24][CH:23]=2)[C:8](=[O:21])[NH:9][C:10]2[S:11][C:12]3[C:17]([N:18]=2)=[CH:16][CH:15]=[C:14]([O:19][CH3:20])[N:13]=3)[CH2:5][CH2:4][CH2:3][CH2:2]1.[CH2:32]([O:34][C:35]([CH:37]1[CH2:42][CH2:41][NH:40][CH2:39][CH2:38]1)=[O:36])[CH3:33].C(N(C(C)C)CC)(C)C, predict the reaction product. The product is: [CH2:32]([O:34][C:35]([CH:37]1[CH2:42][CH2:41][N:40]([S:28]([C:25]2[CH:24]=[CH:23][C:22]([CH:7]([C:8](=[O:21])[NH:9][C:10]3[S:11][C:12]4[C:17]([N:18]=3)=[CH:16][CH:15]=[C:14]([O:19][CH3:20])[N:13]=4)[CH2:6][CH:1]3[CH2:2][CH2:3][CH2:4][CH2:5]3)=[CH:27][CH:26]=2)(=[O:30])=[O:29])[CH2:39][CH2:38]1)=[O:36])[CH3:33].